Task: Predict the reaction yield, written as a fraction of the theoretical maximum amount of product (1.0 means a 100% yield; for example, 0.34 means a 34% yield).. Dataset: Reaction yield outcomes from USPTO patents with 853,638 reactions (1) The reactants are [F:1][C:2]1[CH:3]=[C:4]([C:9]2[N:13]3[CH2:14][C:15]([CH3:27])([CH3:26])[CH2:16][N:17](C(OC(C)(C)C)=O)[CH2:18][C:12]3=[C:11]([C:28](=[O:39])[NH:29][C@@H:30]([C:35]([CH3:38])([CH3:37])[CH3:36])[C:31]([NH:33][CH3:34])=[O:32])[N:10]=2)[CH:5]=[CH:6][C:7]=1[F:8].C(O)(C(F)(F)F)=O. The catalyst is C(Cl)Cl. The product is [F:1][C:2]1[CH:3]=[C:4]([C:9]2[N:13]3[CH2:14][C:15]([CH3:27])([CH3:26])[CH2:16][NH:17][CH2:18][C:12]3=[C:11]([C:28]([NH:29][C@@H:30]([C:35]([CH3:38])([CH3:37])[CH3:36])[C:31]([NH:33][CH3:34])=[O:32])=[O:39])[N:10]=2)[CH:5]=[CH:6][C:7]=1[F:8]. The yield is 0.990. (2) The reactants are [C:1]([C:3]1[S:4][C:5]2[C:11]([C:12]#[N:13])=[C:10](/[N:14]=[CH:15]/[N:16](C)C)[CH:9]=[CH:8][C:6]=2[N:7]=1)#[N:2].N[C:20]1[CH:25]=[CH:24][CH:23]=[CH:22][CH:21]=1.[K+].[Br-]. The catalyst is C(Cl)Cl.CCOC(C)=O. The product is [C:20]1([NH:13][C:12]2[C:11]3[C:10](=[CH:9][CH:8]=[C:6]4[N:7]=[C:3]([C:1]#[N:2])[S:4][C:5]4=3)[N:14]=[CH:15][N:16]=2)[CH:25]=[CH:24][CH:23]=[CH:22][CH:21]=1. The yield is 0.670. (3) The catalyst is CO. The product is [CH3:24][O:23][C:17]1[CH:16]=[C:15](/[C:12](=[CH:11]/[C:8]2[CH:7]=[CH:6][C:5]([CH:4]=[O:3])=[CH:10][CH:9]=2)/[C:13]#[N:14])[CH:20]=[CH:19][C:18]=1[O:21][CH3:22]. The yield is 0.820. The reactants are C([O:3][CH:4](OCC)[C:5]1[CH:10]=[CH:9][C:8](/[CH:11]=[C:12](/[C:15]2[CH:20]=[CH:19][C:18]([O:21][CH3:22])=[C:17]([O:23][CH3:24])[CH:16]=2)\[C:13]#[N:14])=[CH:7][CH:6]=1)C.O.S(=O)(=O)(O)O. (4) The reactants are [CH3:1][CH:2]([CH3:28])[CH:3]([NH:15][C:16]([CH:18]1[CH2:24][CH:23]=[C:22]([CH2:25][CH2:26][CH3:27])[CH2:21][CH2:20][NH:19]1)=[O:17])[CH:4]1[CH:9]([OH:10])[CH:8]([OH:11])[CH:7]([OH:12])[CH:6]([S:13][CH3:14])[O:5]1. The catalyst is CO.[Pd]. The product is [CH3:1][CH:2]([CH3:28])[CH:3]([NH:15][C:16]([CH:18]1[CH2:24][CH2:23][CH:22]([CH2:25][CH2:26][CH3:27])[CH2:21][CH2:20][NH:19]1)=[O:17])[CH:4]1[CH:9]([OH:10])[CH:8]([OH:11])[CH:7]([OH:12])[CH:6]([S:13][CH3:14])[O:5]1. The yield is 0.215.